From a dataset of Forward reaction prediction with 1.9M reactions from USPTO patents (1976-2016). Predict the product of the given reaction. (1) Given the reactants [CH3:1][O:2][C:3]1[CH:4]=[C:5]([CH:9]=[C:10]([N+:12]([O-:14])=[O:13])[CH:11]=1)[C:6]([OH:8])=[O:7].ClCCl.B(Br)(Br)Br.[C:22](=O)([O-])[O-].[K+].[K+].I[CH2:29][CH3:30], predict the reaction product. The product is: [CH2:1]([O:2][C:3]1[CH:4]=[C:5]([CH:9]=[C:10]([N+:12]([O-:14])=[O:13])[CH:11]=1)[C:6]([O:8][CH2:29][CH3:30])=[O:7])[CH3:22]. (2) Given the reactants [H-].[Na+].[F:3][C:4]1([F:29])[CH2:9][CH2:8][N:7]([C:10]([C:12]2[CH:16]=[C:15]([C:17]3[CH:21]=[CH:20][NH:19][CH:18]=3)[N:14]([C:22]3[CH:23]=[N:24][C:25]([CH3:28])=[CH:26][CH:27]=3)[N:13]=2)=[O:11])[CH2:6][CH2:5]1.[CH2:30](I)[CH:31]=[CH2:32].O, predict the reaction product. The product is: [CH2:32]([N:19]1[CH:20]=[CH:21][C:17]([C:15]2[N:14]([C:22]3[CH:23]=[N:24][C:25]([CH3:28])=[CH:26][CH:27]=3)[N:13]=[C:12]([C:10]([N:7]3[CH2:6][CH2:5][C:4]([F:3])([F:29])[CH2:9][CH2:8]3)=[O:11])[CH:16]=2)=[CH:18]1)[CH:31]=[CH2:30].